Dataset: Catalyst prediction with 721,799 reactions and 888 catalyst types from USPTO. Task: Predict which catalyst facilitates the given reaction. Reactant: [CH3:1][C:2]1[O:6][N:5]=[C:4]([C:7]([CH:9]2[CH2:15][CH2:14][CH2:13][C:12]3[CH:16]=[C:17]([N:20]4[CH2:24][C@H:23]([CH2:25][NH:26][C:27]([C:29]5[CH:33]=[C:32]([CH3:34])[O:31][N:30]=5)=[O:28])[O:22][C:21]4=[O:35])[CH:18]=[CH:19][C:11]=3[C:10]2=O)=O)[CH:3]=1.O.[NH2:38][NH2:39]. Product: [CH3:1][C:2]1[O:6][N:5]=[C:4]([C:7]2[C:9]3[CH2:15][CH2:14][CH2:13][C:12]4[CH:16]=[C:17]([N:20]5[CH2:24][C@H:23]([CH2:25][NH:26][C:27]([C:29]6[CH:33]=[C:32]([CH3:34])[O:31][N:30]=6)=[O:28])[O:22][C:21]5=[O:35])[CH:18]=[CH:19][C:11]=4[C:10]=3[NH:39][N:38]=2)[CH:3]=1. The catalyst class is: 8.